Predict the reaction yield, written as a fraction of the theoretical maximum amount of product (1.0 means a 100% yield; for example, 0.34 means a 34% yield). From a dataset of Reaction yield outcomes from USPTO patents with 853,638 reactions. (1) The reactants are Br[C:2]1[C:3]([F:20])=[CH:4][C:5]2[CH:17]3[CH2:18][CH:15]([CH2:16]3)[C:8]3[S:9][C:10]([C:12]([NH2:14])=[O:13])=[CH:11][C:7]=3[C:6]=2[CH:19]=1.[CH3:21][C:22]([OH:26])([C:24]#[CH:25])[CH3:23]. The catalyst is [Cu]I.Cl[Pd](Cl)([P](C1C=CC=CC=1)(C1C=CC=CC=1)C1C=CC=CC=1)[P](C1C=CC=CC=1)(C1C=CC=CC=1)C1C=CC=CC=1.CN(C)C=O.C(N(CC)CC)C. The product is [F:20][C:3]1[C:2]([C:25]#[C:24][C:22]([OH:26])([CH3:23])[CH3:21])=[CH:19][C:6]2[C:7]3[CH:11]=[C:10]([C:12]([NH2:14])=[O:13])[S:9][C:8]=3[CH:15]3[CH2:16][CH:17]([C:5]=2[CH:4]=1)[CH2:18]3. The yield is 0.620. (2) The reactants are [Br:1][C:2]1[CH:3]=[C:4]([S:8]([NH2:11])(=[O:10])=[O:9])[CH:5]=[CH:6][CH:7]=1.[C:12](OC(=O)C)(=[O:14])[CH3:13]. The catalyst is N1C=CC=CC=1.CN(C1C=CN=CC=1)C.C(OCC)(=O)C. The product is [Br:1][C:2]1[CH:3]=[C:4]([S:8]([NH:11][C:12](=[O:14])[CH3:13])(=[O:9])=[O:10])[CH:5]=[CH:6][CH:7]=1. The yield is 0.510.